This data is from Full USPTO retrosynthesis dataset with 1.9M reactions from patents (1976-2016). The task is: Predict the reactants needed to synthesize the given product. (1) Given the product [CH3:40][C:30]1[CH:31]=[CH:32][C:33]([S:36]([OH:39])(=[O:38])=[O:37])=[CH:34][CH:35]=1.[CH2:1]([NH:4][C:5](=[O:28])[C:6]1[CH:11]=[CH:10][C:9]([NH:12][C:13]2[NH:18][C:17]3=[N:19][CH:20]=[CH:21][C:16]3=[C:15]([NH:22][CH2:23][C:24]([F:26])([F:27])[F:25])[N:14]=2)=[CH:8][CH:7]=1)[CH2:2][CH3:3], predict the reactants needed to synthesize it. The reactants are: [CH2:1]([NH:4][C:5](=[O:28])[C:6]1[CH:11]=[CH:10][C:9]([NH:12][C:13]2[NH:18][C:17]3=[N:19][CH:20]=[CH:21][C:16]3=[C:15]([NH:22][CH2:23][C:24]([F:27])([F:26])[F:25])[N:14]=2)=[CH:8][CH:7]=1)[CH2:2][CH3:3].O.[C:30]1([CH3:40])[CH:35]=[CH:34][C:33]([S:36]([OH:39])(=[O:38])=[O:37])=[CH:32][CH:31]=1. (2) Given the product [F:22][C:19]([F:20])([F:21])[C:16]1([C:13]2[CH:12]=[CH:11][C:10]([CH2:9][OH:8])=[CH:15][CH:14]=2)[N:17]=[N:18]1, predict the reactants needed to synthesize it. The reactants are: II.C([Si](C)(C)[O:8][CH2:9][C:10]1[CH:15]=[CH:14][C:13]([C:16]2([C:19]([F:22])([F:21])[F:20])[NH:18][NH:17]2)=[CH:12][CH:11]=1)(C)(C)C.C(O)(=O)CC(CC(O)=O)(C(O)=O)O.Cl.O1CCOCC1. (3) The reactants are: [F:1][C:2]1[CH:7]=[CH:6][C:5](I)=[CH:4][CH:3]=1.C([O-])(O)=O.[Na+].[CH2:14]([OH:17])[CH:15]=[CH2:16].O. Given the product [F:1][C:2]1[CH:7]=[CH:6][C:5]([CH2:16][CH2:15][CH:14]=[O:17])=[CH:4][CH:3]=1, predict the reactants needed to synthesize it. (4) Given the product [Br:1][C:2]1[CH:9]=[CH:8][C:5](/[CH:6]=[C:12](\[C:10]#[N:11])/[C:13]([O:15][C:16]([CH3:19])([CH3:18])[CH3:17])=[O:14])=[CH:4][CH:3]=1, predict the reactants needed to synthesize it. The reactants are: [Br:1][C:2]1[CH:9]=[CH:8][C:5]([CH:6]=O)=[CH:4][CH:3]=1.[C:10]([CH2:12][C:13]([O:15][C:16]([CH3:19])([CH3:18])[CH3:17])=[O:14])#[N:11]. (5) The reactants are: Cl[CH2:2][CH:3]1[CH2:7][CH2:6][O:5][CH2:4]1.C(=O)([O-])[O-].[K+].[K+].[CH2:14]([NH2:17])[CH2:15][NH2:16]. Given the product [O:5]1[CH2:6][CH2:7][CH:3]([CH2:2][NH:16][CH2:15][CH2:14][NH2:17])[CH2:4]1, predict the reactants needed to synthesize it. (6) Given the product [Cl:27][C:23]1[CH:22]=[C:21]([N:9]([CH2:10][CH2:11][NH:12][CH3:13])[CH2:8][CH2:7][CH2:6][NH:5][C:3](=[O:4])[O:2][CH3:1])[CH:26]=[CH:25][CH:24]=1, predict the reactants needed to synthesize it. The reactants are: [CH3:1][O:2][C:3]([NH:5][CH2:6][CH2:7][CH2:8][N:9]([C:21]1[CH:26]=[CH:25][CH:24]=[C:23]([Cl:27])[CH:22]=1)[CH2:10][CH2:11][N:12](C)[C:13](=O)OC(C)(C)C)=[O:4].C(=O)(O)[O-].[Na+]. (7) The reactants are: Cl[C:2]1[CH:7]=[N:6][CH:5]=[CH:4][N:3]=1.[NH:8]1[CH2:13][CH2:12][O:11][CH2:10][CH2:9]1.NC1C=NC=CN=1. Given the product [N:3]1[CH:4]=[CH:5][N:6]=[CH:7][C:2]=1[N:8]1[CH2:13][CH2:12][O:11][CH2:10][CH2:9]1, predict the reactants needed to synthesize it.